From a dataset of Forward reaction prediction with 1.9M reactions from USPTO patents (1976-2016). Predict the product of the given reaction. (1) Given the reactants C([O:3][C:4](=[O:34])[CH:5]([C:10]1[CH:11]=[C:12]([C:24]2[CH:29]=[CH:28][C:27]([C:30]([F:33])([F:32])[F:31])=[CH:26][CH:25]=2)[CH:13]=[C:14](OS(C(F)(F)F)(=O)=O)[CH:15]=1)[CH2:6][CH:7]([CH3:9])[CH3:8])C.[F:35][C:36]([F:48])([F:47])[O:37][C:38]1[CH:43]=[CH:42][C:41](B(O)O)=[CH:40][CH:39]=1, predict the reaction product. The product is: [CH3:8][CH:7]([CH3:9])[CH2:6][CH:5]([C:10]1[CH:11]=[C:12]([C:24]2[CH:25]=[CH:26][C:27]([C:30]([F:31])([F:32])[F:33])=[CH:28][CH:29]=2)[CH:13]=[C:14]([C:41]2[CH:42]=[CH:43][C:38]([O:37][C:36]([F:48])([F:47])[F:35])=[CH:39][CH:40]=2)[CH:15]=1)[C:4]([OH:34])=[O:3]. (2) Given the reactants [Cl:1][C:2]1[CH:3]=[CH:4][C:5]([NH:26][C:27]2[CH:28]=[C:29]([NH:33][C:34]([C:36]3[CH:41]=[CH:40][C:39]([NH:42]C(=O)OC(C)(C)C)=[CH:38][CH:37]=3)=[O:35])[CH:30]=[CH:31][CH:32]=2)=[N:6][C:7]=1[C:8]1[C:16]2[C:11](=[CH:12][CH:13]=[CH:14][CH:15]=2)[N:10]([S:17]([C:20]2[CH:25]=[CH:24][CH:23]=[CH:22][CH:21]=2)(=[O:19])=[O:18])[CH:9]=1.C(O)(C(F)(F)F)=O, predict the reaction product. The product is: [NH2:42][C:39]1[CH:40]=[CH:41][C:36]([C:34]([NH:33][C:29]2[CH:30]=[CH:31][CH:32]=[C:27]([NH:26][C:5]3[CH:4]=[CH:3][C:2]([Cl:1])=[C:7]([C:8]4[C:16]5[C:11](=[CH:12][CH:13]=[CH:14][CH:15]=5)[N:10]([S:17]([C:20]5[CH:21]=[CH:22][CH:23]=[CH:24][CH:25]=5)(=[O:19])=[O:18])[CH:9]=4)[N:6]=3)[CH:28]=2)=[O:35])=[CH:37][CH:38]=1. (3) Given the reactants COC(C1C=C(O)C2C(=C(OCC3C=CC=CC=3)C=CC=2)N=1)=O.C[O:25][C:26]([C:28]1[CH:37]=[C:36]([OH:38])[C:35]2[C:30](=[C:31]([C:45]#[N:46])[CH:32]=[C:33]([C:39]3[CH:44]=[CH:43][CH:42]=[CH:41][CH:40]=3)[CH:34]=2)[N:29]=1)=[O:27], predict the reaction product. The product is: [C:45]([C:31]1[CH:32]=[C:33]([C:39]2[CH:44]=[CH:43][CH:42]=[CH:41][CH:40]=2)[CH:34]=[C:35]2[C:30]=1[N:29]=[C:28]([C:26]([OH:27])=[O:25])[CH:37]=[C:36]2[OH:38])#[N:46]. (4) Given the reactants Br[CH2:2][C:3]1[CH:8]=[C:7]([N+:9]([O-:11])=[O:10])[CH:6]=[CH:5][C:4]=1[Cl:12].[C-:13]#[N:14].[K+], predict the reaction product. The product is: [Cl:12][C:4]1[CH:5]=[CH:6][C:7]([N+:9]([O-:11])=[O:10])=[CH:8][C:3]=1[CH2:2][C:13]#[N:14].